This data is from Peptide-MHC class II binding affinity with 134,281 pairs from IEDB. The task is: Regression. Given a peptide amino acid sequence and an MHC pseudo amino acid sequence, predict their binding affinity value. This is MHC class II binding data. (1) The peptide sequence is VDCRPFNGGESKLKA. The MHC is HLA-DQA10102-DQB10502 with pseudo-sequence HLA-DQA10102-DQB10502. The binding affinity (normalized) is 0.0125. (2) The peptide sequence is TAGVFAAPTLMSFLR. The MHC is HLA-DPA10301-DPB10402 with pseudo-sequence HLA-DPA10301-DPB10402. The binding affinity (normalized) is 0.393. (3) The binding affinity (normalized) is 0.290. The MHC is HLA-DQA10101-DQB10501 with pseudo-sequence HLA-DQA10101-DQB10501. The peptide sequence is GINTIPIAINEAEYV. (4) The peptide sequence is VRFQEAANKQKQELD. The MHC is DRB1_0901 with pseudo-sequence DRB1_0901. The binding affinity (normalized) is 0.182. (5) The peptide sequence is MLLRKYGIAAENVID. The MHC is DRB1_0101 with pseudo-sequence DRB1_0101. The binding affinity (normalized) is 0.561. (6) The peptide sequence is GGLPLAGAGGAGAGP. The MHC is HLA-DQA10501-DQB10201 with pseudo-sequence HLA-DQA10501-DQB10201. The binding affinity (normalized) is 0.0599.